This data is from Full USPTO retrosynthesis dataset with 1.9M reactions from patents (1976-2016). The task is: Predict the reactants needed to synthesize the given product. (1) Given the product [Br:57][C:54]1[N:53]=[C:52]([C:58](=[O:59])[NH:60][CH3:61])[C:51]([NH:50][C:110]2[C:111]([C:112]([F:113])([F:115])[F:114])=[CH:106][N:107]=[C:108]([NH:116][C:117]3[CH:131]=[CH:130][C:120]([CH2:121][CH2:122][CH2:123][CH2:124][PH:125](=[O:129])[O:126][CH2:127][CH3:128])=[CH:119][C:118]=3[O:132][CH3:133])[N:109]=2)=[CH:56][CH:55]=1, predict the reactants needed to synthesize it. The reactants are: OCCCN1C=C(C2C=CC(NC3C(C(F)(F)F)=CN=C(NC4C=CC(CP(=O)(OCC)OCC)=CC=4OC)N=3)=C3C=2CN(C)C3=O)C=N1.[NH2:50][C:51]1[C:52]([C:58]([NH:60][CH3:61])=[O:59])=[N:53][C:54]([Br:57])=[CH:55][CH:56]=1.OP1(=O)CC2C=CC(=C(OC)C=2)NC2=NC(=C(C(F)(F)F)C=N2)NC2C=CC(=NC=2C(NC)=O)C2=CN(N=C2)CCCO1.Cl[C:106]1[C:111]([C:112]([F:115])([F:114])[F:113])=[CH:110][N:109]=[C:108]([NH:116][C:117]2[CH:131]=[CH:130][C:120]([CH2:121][CH2:122][CH2:123][CH2:124][PH:125](=[O:129])[O:126][CH2:127][CH3:128])=[CH:119][C:118]=2[O:132][CH3:133])[N:107]=1. (2) The reactants are: [ClH:1].O1CCOCC1.[Br:8][C:9]1[N:25]=[C:12]2[CH:13]=[C:14]([NH:17]C(=O)OC(C)(C)C)[CH:15]=[CH:16][N:11]2[N:10]=1. Given the product [ClH:1].[Br:8][C:9]1[N:25]=[C:12]2[CH:13]=[C:14]([NH2:17])[CH:15]=[CH:16][N:11]2[N:10]=1, predict the reactants needed to synthesize it.